Dataset: Forward reaction prediction with 1.9M reactions from USPTO patents (1976-2016). Task: Predict the product of the given reaction. (1) The product is: [CH2:19]([O:18][C:17](=[O:21])[NH:12][C:11]1[CH:13]=[CH:14][C:8]([O:7][CH2:6][C:5]2[CH:15]=[CH:16][C:2]([F:1])=[CH:3][CH:4]=2)=[CH:9][CH:10]=1)[CH3:20]. Given the reactants [F:1][C:2]1[CH:16]=[CH:15][C:5]([CH2:6][O:7][C:8]2[CH:14]=[CH:13][C:11]([NH2:12])=[CH:10][CH:9]=2)=[CH:4][CH:3]=1.[C:17](O[C:17]([O:18][CH2:19][CH3:20])=[O:21])(=[O:21])[O:18][CH2:19][CH3:20], predict the reaction product. (2) Given the reactants [N:1]1[CH:6]=[CH:5][CH:4]=[CH:3][C:2]=1[NH:7][C:8](=[O:14])[O:9][C:10]([CH3:13])([CH3:12])[CH3:11].[H-].[Na+].Br[CH2:18][CH2:19][O:20][C:21]1[CH:22]=[C:23]([CH:41]=[CH:42][CH:43]=1)[CH2:24][C@@H:25]([C:37]([O:39][CH3:40])=[O:38])[NH:26][C:27](=[O:36])[C:28]1[C:33]([Cl:34])=[CH:32][CH:31]=[CH:30][C:29]=1[Cl:35], predict the reaction product. The product is: [C:10]([O:9][C:8]([N:7]([C:2]1[CH:3]=[CH:4][CH:5]=[CH:6][N:1]=1)[CH2:18][CH2:19][O:20][C:21]1[CH:22]=[C:23]([CH:41]=[CH:42][CH:43]=1)[CH2:24][C@@H:25]([C:37]([O:39][CH3:40])=[O:38])[NH:26][C:27](=[O:36])[C:28]1[C:33]([Cl:34])=[CH:32][CH:31]=[CH:30][C:29]=1[Cl:35])=[O:14])([CH3:11])([CH3:13])[CH3:12]. (3) Given the reactants [C:1]([O:5][C:6](=[O:16])[NH:7][C:8]1[S:9][CH:10]=[C:11]([CH2:13][O:14][CH3:15])[N:12]=1)([CH3:4])([CH3:3])[CH3:2].C([Li])CCC.[CH3:22][S:23]SC, predict the reaction product. The product is: [C:1]([O:5][C:6](=[O:16])[NH:7][C:8]1[S:9][C:10]([S:23][CH3:22])=[C:11]([CH2:13][O:14][CH3:15])[N:12]=1)([CH3:4])([CH3:3])[CH3:2]. (4) Given the reactants [Cl:1][C:2]1[CH:3]=[C:4]([CH:8]=[C:9](Cl)[N:10]=1)[C:5]([OH:7])=[O:6].[CH3:12][NH2:13].Cl, predict the reaction product. The product is: [Cl:1][C:2]1[CH:3]=[C:4]([CH:8]=[C:9]([NH:13][CH3:12])[N:10]=1)[C:5]([OH:7])=[O:6]. (5) The product is: [C:1]1([C:7]2[N:8]=[C:9](/[CH:16]=[CH:17]/[C:18]3[CH:23]=[CH:22][CH:21]=[CH:20][CH:19]=3)[O:10][C:11]=2[CH2:12][CH2:13][C:14]([OH:26])=[O:24])[CH:6]=[CH:5][CH:4]=[CH:3][CH:2]=1. Given the reactants [C:1]1([C:7]2[N:8]=[C:9](/[CH:16]=[CH:17]/[C:18]3[CH:23]=[CH:22][CH:21]=[CH:20][CH:19]=3)[O:10][C:11]=2[CH2:12][CH2:13][C:14]#N)[CH:6]=[CH:5][CH:4]=[CH:3][CH:2]=1.[OH-:24].[Na+].[OH2:26].Cl, predict the reaction product. (6) Given the reactants [Cl:1][C:2]1[CH:3]=[CH:4][C:5]2[N:11]3[CH:12]=[CH:13][CH:14]=[C:10]3[C@H:9]([CH2:15][C:16]([NH:18][C:19]3[CH:20]=[C:21]([CH:26]=[CH:27][CH:28]=3)[C:22]([O:24]C)=[O:23])=[O:17])[O:8][C@@H:7]([C:29]3[CH:34]=[CH:33][CH:32]=[C:31]([O:35][CH3:36])[C:30]=3[O:37][CH3:38])[C:6]=2[CH:39]=1.C(=O)([O-])[O-].[K+].[K+].Cl.C(OCC)(=O)C, predict the reaction product. The product is: [Cl:1][C:2]1[CH:3]=[CH:4][C:5]2[N:11]3[CH:12]=[CH:13][CH:14]=[C:10]3[C@H:9]([CH2:15][C:16]([NH:18][C:19]3[CH:20]=[C:21]([CH:26]=[CH:27][CH:28]=3)[C:22]([OH:24])=[O:23])=[O:17])[O:8][C@@H:7]([C:29]3[CH:34]=[CH:33][CH:32]=[C:31]([O:35][CH3:36])[C:30]=3[O:37][CH3:38])[C:6]=2[CH:39]=1.